The task is: Predict the reaction yield, written as a fraction of the theoretical maximum amount of product (1.0 means a 100% yield; for example, 0.34 means a 34% yield).. This data is from Reaction yield outcomes from USPTO patents with 853,638 reactions. (1) The reactants are C(OC([N:8]1[CH2:13][CH2:12][N:11]([C:14]2[C:18]3[S:19][CH:20]=[CH:21][C:17]=3[O:16][N:15]=2)[CH2:10][CH2:9]1)=O)(C)(C)C.Cl. No catalyst specified. The product is [N:11]1([C:14]2[C:18]3[S:19][CH:20]=[CH:21][C:17]=3[O:16][N:15]=2)[CH2:10][CH2:9][NH:8][CH2:13][CH2:12]1. The yield is 0.840. (2) The reactants are Cl[C:2]1[CH:22]=[N:21][C:5]2[NH:6][C:7]3[C:12]([C:4]=2[CH:3]=1)=[CH:11][C:10]([CH2:13][CH2:14][C:15]1[CH:20]=[CH:19][CH:18]=[CH:17][CH:16]=1)=[CH:9][CH:8]=3.CC(C)([O-])C.[Na+].[CH3:29][O:30][C:31]1[CH:36]=[CH:35][CH:34]=[C:33]([NH2:37])[CH:32]=1. The catalyst is C1C=CC(/C=C/C(/C=C/C2C=CC=CC=2)=O)=CC=1.C1C=CC(/C=C/C(/C=C/C2C=CC=CC=2)=O)=CC=1.C1C=CC(/C=C/C(/C=C/C2C=CC=CC=2)=O)=CC=1.[Pd].[Pd].C(O)(C)(C)C. The yield is 0.290. The product is [CH3:29][O:30][C:31]1[CH:32]=[C:33]([NH:37][C:2]2[CH:22]=[N:21][C:5]3[NH:6][C:7]4[C:12]([C:4]=3[CH:3]=2)=[CH:11][C:10]([CH2:13][CH2:14][C:15]2[CH:20]=[CH:19][CH:18]=[CH:17][CH:16]=2)=[CH:9][CH:8]=4)[CH:34]=[CH:35][CH:36]=1. (3) The reactants are [CH2:1]([O:3][C:4]1[CH:9]=[CH:8][C:7]([CH3:10])=[CH:6][CH:5]=1)[CH3:2].C(O[O:16][C:17]([CH3:20])(C)C)(C)(C)C.[C]=O.[CH2:23]([OH:25])C. No catalyst specified. The product is [CH2:1]([O:3][C:4]1[CH:9]=[CH:8][C:7]([CH2:10][C:23]([O:16][CH2:17][CH3:20])=[O:25])=[CH:6][CH:5]=1)[CH3:2]. The yield is 0.860. (4) The reactants are [S:1]1[CH:5]=[C:4]([CH2:6][N:7]2[C:15]3[C:10](=[CH:11][C:12]([NH:16][C:17]4[C:26]5[C:21](=[CH:22][CH:23]=[CH:24][C:25]=5[O:27][C@@H:28]([CH3:32])[C:29]([OH:31])=O)[N:20]=[CH:19][N:18]=4)=[CH:13][CH:14]=3)[CH:9]=[N:8]2)[N:3]=[CH:2]1.[NH:33]1[CH2:38][CH2:37][O:36][CH2:35][CH2:34]1. No catalyst specified. The product is [CH3:32][C@H:28]([O:27][C:25]1[CH:24]=[CH:23][CH:22]=[C:21]2[C:26]=1[C:17]([NH:16][C:12]1[CH:11]=[C:10]3[C:15](=[CH:14][CH:13]=1)[N:7]([CH2:6][C:4]1[N:3]=[CH:2][S:1][CH:5]=1)[N:8]=[CH:9]3)=[N:18][CH:19]=[N:20]2)[C:29]([N:33]1[CH2:38][CH2:37][O:36][CH2:35][CH2:34]1)=[O:31]. The yield is 0.550.